Task: Predict which catalyst facilitates the given reaction.. Dataset: Catalyst prediction with 721,799 reactions and 888 catalyst types from USPTO (1) Reactant: [CH3:1][O:2][C:3]1[CH:4]=[C:5]2[C:10](=[CH:11][C:12]=1[O:13][CH3:14])[N:9]=[CH:8][CH:7]=[C:6]2[O:15][C:16]1[CH:22]=[CH:21][C:19]([NH2:20])=[C:18]([CH3:23])[C:17]=1[CH3:24].Cl[C:26](Cl)([O:28][C:29](=[O:35])OC(Cl)(Cl)Cl)Cl.[C:37]1(O)[CH:42]=[CH:41]C=[CH:39][CH:38]=1.C(=O)(O)[O-].[Na+]. Product: [CH3:1][O:2][C:3]1[CH:4]=[C:5]2[C:10](=[CH:11][C:12]=1[O:13][CH3:14])[N:9]=[CH:8][CH:7]=[C:6]2[O:15][C:16]1[CH:22]=[CH:21][C:19]([NH:20][C:29](=[O:35])[O:28][C:26]2[CH:41]=[CH:42][CH:37]=[CH:38][CH:39]=2)=[C:18]([CH3:23])[C:17]=1[CH3:24]. The catalyst class is: 208. (2) Reactant: [C:1]([C:5]1[CH:9]=[C:8]([CH2:10][NH:11][C:12]([NH:14][C:15]2[CH:16]=[N:17][C:18]([CH2:21][O:22][Si](C(C)(C)C)(C)C)=[CH:19][CH:20]=2)=[O:13])[N:7]([C:30]2[CH:35]=[CH:34][CH:33]=[C:32]([F:36])[CH:31]=2)[N:6]=1)([CH3:4])([CH3:3])[CH3:2].Cl. Product: [C:1]([C:5]1[CH:9]=[C:8]([CH2:10][NH:11][C:12]([NH:14][C:15]2[CH:16]=[N:17][C:18]([CH2:21][OH:22])=[CH:19][CH:20]=2)=[O:13])[N:7]([C:30]2[CH:35]=[CH:34][CH:33]=[C:32]([F:36])[CH:31]=2)[N:6]=1)([CH3:4])([CH3:2])[CH3:3]. The catalyst class is: 7. (3) Reactant: [F:1][C:2]1[CH:7]=[CH:6][C:5]([S:8]([NH:11][C:12]2[CH:17]=[CH:16][CH:15]=[CH:14][C:13]=2[CH:18]2[C:27]([CH3:29])([CH3:28])[CH2:26][C:25]3[C:20](=[CH:21][CH:22]=[C:23]([C:30]([O:32]C)=[O:31])[CH:24]=3)[NH:19]2)(=[O:10])=[O:9])=[CH:4][CH:3]=1.[OH-].[Na+]. Product: [F:1][C:2]1[CH:7]=[CH:6][C:5]([S:8]([NH:11][C:12]2[CH:17]=[CH:16][CH:15]=[CH:14][C:13]=2[CH:18]2[C:27]([CH3:28])([CH3:29])[CH2:26][C:25]3[C:20](=[CH:21][CH:22]=[C:23]([C:30]([OH:32])=[O:31])[CH:24]=3)[NH:19]2)(=[O:10])=[O:9])=[CH:4][CH:3]=1. The catalyst class is: 7. (4) Reactant: C(OC([NH:11][CH2:12][CH2:13][C:14]([C:23]#[N:24])([CH:20]1[CH2:22][CH2:21]1)[C:15](OCC)=[O:16])=O)C1C=CC=CC=1.[H-].[Na+].O. Product: [CH:20]1([C:14]2([C:23]#[N:24])[CH2:13][CH2:12][NH:11][C:15]2=[O:16])[CH2:22][CH2:21]1. The catalyst class is: 7. (5) Reactant: [N:1]([CH2:4][C@@H:5]([NH:12][C:13]([C:15]1[C:19]2[CH2:20][CH2:21][C:22]3[CH:23]=[N:24][C:25]([NH:28][C:29]4[CH:34]=[CH:33][C:32]([N:35]5[CH2:40][CH2:39][N:38]([CH3:41])[CH2:37][CH2:36]5)=[CH:31][CH:30]=4)=[N:26][C:27]=3[C:18]=2[N:17]([CH3:42])[N:16]=1)=[O:14])[C:6]1[CH:11]=[CH:10][CH:9]=[CH:8][CH:7]=1)=[N+]=[N-].[NH4+].[Cl-]. Product: [NH2:1][CH2:4][C@@H:5]([NH:12][C:13]([C:15]1[C:19]2[CH2:20][CH2:21][C:22]3[CH:23]=[N:24][C:25]([NH:28][C:29]4[CH:30]=[CH:31][C:32]([N:35]5[CH2:40][CH2:39][N:38]([CH3:41])[CH2:37][CH2:36]5)=[CH:33][CH:34]=4)=[N:26][C:27]=3[C:18]=2[N:17]([CH3:42])[N:16]=1)=[O:14])[C:6]1[CH:11]=[CH:10][CH:9]=[CH:8][CH:7]=1. The catalyst class is: 406. (6) Reactant: [CH3:1][CH2:2][CH:3]([O:6][C@H:7]1[C@H:12]([NH:13][C:14]([CH3:16])=[O:15])[C@@H:11]([NH2:17])[CH2:10][C:9]([C:18]([O:20][CH2:21][CH3:22])=[O:19])=[CH:8]1)[CH2:4][CH3:5].P(=O)([O-])[O-].C([O-])([O-])=O.[Na+].[Na+]. Product: [CH3:5][CH2:4][CH:3]([O:6][C@H:7]1[C@H:12]([NH:13][C:14]([CH3:16])=[O:15])[C@@H:11]([NH2:17])[CH2:10][C:9]([C:18]([O:20][CH2:21][CH3:22])=[O:19])=[CH:8]1)[CH2:2][CH3:1]. The catalyst class is: 2. (7) Reactant: [CH3:1][O:2][CH2:3][CH2:4][O:5][CH2:6][CH2:7][O:8][CH2:9][CH2:10][O:11][C:12]1[CH:13]=[C:14]([CH:18]=[C:19]([N+:21]([O-])=O)[CH:20]=1)[N:15]([CH3:17])[CH3:16].[Cl-].[NH4+]. Product: [CH3:1][O:2][CH2:3][CH2:4][O:5][CH2:6][CH2:7][O:8][CH2:9][CH2:10][O:11][C:12]1[CH:20]=[C:19]([NH2:21])[CH:18]=[C:14]([N:15]([CH3:17])[CH3:16])[CH:13]=1. The catalyst class is: 693. (8) Reactant: [C:1]([O:5][C:6]([N:8]1[CH2:13][CH2:12][CH:11]([O:14][C:15]2[CH:20]=[CH:19][C:18]([C:21]#[N:22])=[CH:17][N:16]=2)[CH2:10][CH2:9]1)=[O:7])([CH3:4])([CH3:3])[CH3:2].C(=O)([O-])[O-:24].[K+].[K+].OO. Product: [C:1]([O:5][C:6]([N:8]1[CH2:13][CH2:12][CH:11]([O:14][C:15]2[CH:20]=[CH:19][C:18]([C:21](=[O:24])[NH2:22])=[CH:17][N:16]=2)[CH2:10][CH2:9]1)=[O:7])([CH3:4])([CH3:2])[CH3:3]. The catalyst class is: 16.